Task: Predict the product of the given reaction.. Dataset: Forward reaction prediction with 1.9M reactions from USPTO patents (1976-2016) (1) Given the reactants [CH:1]1([N:4]2[CH2:9][C:8]3([CH2:14][CH2:13][N:12]([CH:15]([C:19]4[CH:24]=[CH:23][C:22]([C:25]5[CH:34]=[C:33]6[C:28]([CH:29]=[CH:30][CH:31]=[N:32]6)=[CH:27][CH:26]=5)=[CH:21][CH:20]=4)[C:16]([OH:18])=O)[CH2:11][CH2:10]3)[O:7][CH2:6][C:5]2=[O:35])[CH2:3][CH2:2]1.Cl.[CH3:37][N:38](C)CCCN=C=NCC.CN, predict the reaction product. The product is: [CH:1]1([N:4]2[CH2:9][C:8]3([CH2:14][CH2:13][N:12]([CH:15]([C:19]4[CH:20]=[CH:21][C:22]([C:25]5[CH:34]=[C:33]6[C:28]([CH:29]=[CH:30][CH:31]=[N:32]6)=[CH:27][CH:26]=5)=[CH:23][CH:24]=4)[C:16]([NH:38][CH3:37])=[O:18])[CH2:11][CH2:10]3)[O:7][CH2:6][C:5]2=[O:35])[CH2:3][CH2:2]1. (2) Given the reactants [CH:1]([C:3]1[CH:8]=[C:7]([CH2:9][CH2:10][N:11]2[CH2:15][CH2:14][CH2:13][C@H:12]2[CH3:16])[CH:6]=[CH:5][C:4]=1[NH:17]C(=O)C(C)(C)C)=[O:2].[OH-].[Na+].ClCCl, predict the reaction product. The product is: [NH2:17][C:4]1[CH:5]=[CH:6][C:7]([CH2:9][CH2:10][N:11]2[CH2:15][CH2:14][CH2:13][C@H:12]2[CH3:16])=[CH:8][C:3]=1[CH:1]=[O:2]. (3) Given the reactants [N:1]1[C:10]2[C:5](=[CH:6][CH:7]=[CH:8][C:9]=2[C:11]([C:14]2[N:15]=[CH:16][N:17](C(C3C=CC=CC=3)(C3C=CC=CC=3)C3C=CC=CC=3)[CH:18]=2)(O)[CH3:12])[CH:4]=[CH:3][CH:2]=1.O.[OH-].[Na+], predict the reaction product. The product is: [NH:17]1[CH:18]=[C:14]([C:11]([C:9]2[CH:8]=[CH:7][CH:6]=[C:5]3[C:10]=2[N:1]=[CH:2][CH:3]=[CH:4]3)=[CH2:12])[N:15]=[CH:16]1. (4) Given the reactants [Cl:1][C:2]1[CH:7]=[CH:6][C:5]([NH:8][C:9](=[O:15])[C:10]([O:12]CC)=O)=[CH:4][C:3]=1[F:16].[CH3:17][C:18]1([CH3:27])[CH2:23][CH:22]([NH2:24])[CH2:21][C:20]([CH3:26])([CH3:25])[NH:19]1, predict the reaction product. The product is: [CH3:17][C:18]1([CH3:27])[NH:19][C:20]([CH3:26])([CH3:25])[CH2:21][CH:22]([NH:24][C:10]([C:9]([NH:8][C:5]2[CH:6]=[CH:7][C:2]([Cl:1])=[C:3]([F:16])[CH:4]=2)=[O:15])=[O:12])[CH2:23]1. (5) The product is: [Br:22][C:19]1[CH:20]=[CH:21][C:16]([S:12][C:6]2[CH:11]=[CH:10][CH:9]=[CH:8][CH:7]=2)=[N:17][CH:18]=1. Given the reactants CN(C)C=O.[C:6]1([SH:12])[CH:11]=[CH:10][CH:9]=[CH:8][CH:7]=1.[H-].[Na+].Br[C:16]1[CH:21]=[CH:20][C:19]([Br:22])=[CH:18][N:17]=1, predict the reaction product. (6) Given the reactants [Br:1][C:2]1[CH:7]=[CH:6][C:5]([CH:8]2[CH2:11][C:10](=O)[CH2:9]2)=[CH:4][CH:3]=1.[CH3:13][C@@H:14]1[CH2:18][CH2:17][CH2:16][NH:15]1, predict the reaction product. The product is: [Br:1][C:2]1[CH:7]=[CH:6][C:5]([C@@H:8]2[CH2:11][C@H:10]([N:15]3[CH2:16][CH2:17][CH2:18][C@H:14]3[CH3:13])[CH2:9]2)=[CH:4][CH:3]=1.